Task: Regression. Given a peptide amino acid sequence and an MHC pseudo amino acid sequence, predict their binding affinity value. This is MHC class I binding data.. Dataset: Peptide-MHC class I binding affinity with 185,985 pairs from IEDB/IMGT (1) The peptide sequence is KRLQILGYL. The MHC is HLA-A24:03 with pseudo-sequence HLA-A24:03. The binding affinity (normalized) is 0.0847. (2) The peptide sequence is FLIFVLLAM. The MHC is HLA-B08:01 with pseudo-sequence HLA-B08:01. The binding affinity (normalized) is 0.0811. (3) The binding affinity (normalized) is 0.205. The MHC is HLA-A26:01 with pseudo-sequence HLA-A26:01. The peptide sequence is ISMMGFKMNY. (4) The MHC is HLA-A23:01 with pseudo-sequence HLA-A23:01. The peptide sequence is MFGGVSWMV. The binding affinity (normalized) is 0.161.